Dataset: NCI-60 drug combinations with 297,098 pairs across 59 cell lines. Task: Regression. Given two drug SMILES strings and cell line genomic features, predict the synergy score measuring deviation from expected non-interaction effect. (1) Drug 1: COC1=CC(=CC(=C1O)OC)C2C3C(COC3=O)C(C4=CC5=C(C=C24)OCO5)OC6C(C(C7C(O6)COC(O7)C8=CC=CS8)O)O. Drug 2: C1=CN(C(=O)N=C1N)C2C(C(C(O2)CO)O)O.Cl. Cell line: ACHN. Synergy scores: CSS=77.8, Synergy_ZIP=0.952, Synergy_Bliss=1.03, Synergy_Loewe=3.08, Synergy_HSA=6.45. (2) Drug 1: CCC1=CC2CC(C3=C(CN(C2)C1)C4=CC=CC=C4N3)(C5=C(C=C6C(=C5)C78CCN9C7C(C=CC9)(C(C(C8N6C)(C(=O)OC)O)OC(=O)C)CC)OC)C(=O)OC.C(C(C(=O)O)O)(C(=O)O)O. Drug 2: COCCOC1=C(C=C2C(=C1)C(=NC=N2)NC3=CC=CC(=C3)C#C)OCCOC.Cl. Cell line: NCI-H226. Synergy scores: CSS=36.2, Synergy_ZIP=2.39, Synergy_Bliss=4.64, Synergy_Loewe=-8.11, Synergy_HSA=5.17. (3) Drug 1: CC1=C(C(CCC1)(C)C)C=CC(=CC=CC(=CC(=O)O)C)C. Drug 2: CCN(CC)CCCC(C)NC1=C2C=C(C=CC2=NC3=C1C=CC(=C3)Cl)OC. Cell line: BT-549. Synergy scores: CSS=-2.46, Synergy_ZIP=-0.636, Synergy_Bliss=-0.356, Synergy_Loewe=-14.2, Synergy_HSA=-6.71. (4) Drug 1: C(=O)(N)NO. Drug 2: C#CCC(CC1=CN=C2C(=N1)C(=NC(=N2)N)N)C3=CC=C(C=C3)C(=O)NC(CCC(=O)O)C(=O)O. Cell line: SN12C. Synergy scores: CSS=-1.98, Synergy_ZIP=-1.32, Synergy_Bliss=-5.24, Synergy_Loewe=-4.42, Synergy_HSA=-6.12. (5) Drug 1: C1CN(CCN1C(=O)CCBr)C(=O)CCBr. Drug 2: CC(C)CN1C=NC2=C1C3=CC=CC=C3N=C2N. Cell line: T-47D. Synergy scores: CSS=20.4, Synergy_ZIP=-6.62, Synergy_Bliss=-4.25, Synergy_Loewe=-1.51, Synergy_HSA=-1.92.